From a dataset of Full USPTO retrosynthesis dataset with 1.9M reactions from patents (1976-2016). Predict the reactants needed to synthesize the given product. (1) Given the product [CH:1]1([C:4]2[N:5]([CH2:20][C:21]3[N:25]=[C:24]([C:26]4[CH:31]=[C:30]([C:32]([F:34])([F:35])[F:33])[CH:29]=[CH:28][C:27]=4[F:36])[O:23][N:22]=3)[C:6]3[C:11]([CH:12]=2)=[C:10]([C:13]([F:14])([F:15])[F:16])[C:9]([C:17]#[N:18])=[CH:8][CH:7]=3)[CH2:2][CH2:3]1, predict the reactants needed to synthesize it. The reactants are: [CH:1]1([C:4]2[NH:5][C:6]3[C:11]([CH:12]=2)=[C:10]([C:13]([F:16])([F:15])[F:14])[C:9]([C:17]#[N:18])=[CH:8][CH:7]=3)[CH2:3][CH2:2]1.Cl[CH2:20][C:21]1[N:25]=[C:24]([C:26]2[CH:31]=[C:30]([C:32]([F:35])([F:34])[F:33])[CH:29]=[CH:28][C:27]=2[F:36])[O:23][N:22]=1. (2) The reactants are: [C:1]1([C:7]2[N:8]=[C:9]([NH2:12])[S:10][CH:11]=2)[CH:6]=[CH:5][CH:4]=[CH:3][CH:2]=1.C(O)(=O)C.[I:17]Cl. Given the product [I:17][C:11]1[S:10][C:9]([NH2:12])=[N:8][C:7]=1[C:1]1[CH:2]=[CH:3][CH:4]=[CH:5][CH:6]=1, predict the reactants needed to synthesize it.